Dataset: Peptide-MHC class I binding affinity with 185,985 pairs from IEDB/IMGT. Task: Regression. Given a peptide amino acid sequence and an MHC pseudo amino acid sequence, predict their binding affinity value. This is MHC class I binding data. (1) The peptide sequence is LSIINSNVTW. The MHC is Mamu-B17 with pseudo-sequence Mamu-B17. The binding affinity (normalized) is 0.398. (2) The peptide sequence is SYSLFDMSKF. The MHC is HLA-A29:02 with pseudo-sequence HLA-A29:02. The binding affinity (normalized) is 0.398.